This data is from Catalyst prediction with 721,799 reactions and 888 catalyst types from USPTO. The task is: Predict which catalyst facilitates the given reaction. (1) Reactant: [CH3:1][C:2]1[C:3]([N+:9]([O-])=O)=[C:4]([OH:8])[CH:5]=[CH:6][CH:7]=1.C(=O)([O-])[O-].[K+].[K+].Br[CH2:19][C:20](OC)=[O:21]. Product: [CH3:1][C:2]1[C:3]2[NH:9][C:20](=[O:21])[CH2:19][O:8][C:4]=2[CH:5]=[CH:6][CH:7]=1. The catalyst class is: 148. (2) Reactant: [CH:1]1([NH:4][C:5](=[O:42])[C:6]2[CH:11]=[CH:10][C:9]([C:12]3[CH:13]=[N:14][N:15]4[C:20]([N:21](CC5C=CC(OC)=CC=5)[CH2:22][CH:23]5[CH2:28][CH2:27][O:26][CH2:25][CH2:24]5)=[N:19][C:18]([N:38]([CH3:40])[CH3:39])=[N:17][C:16]=34)=[CH:8][C:7]=2[CH3:41])[CH2:3][CH2:2]1.C(O)(C(F)(F)F)=O. Product: [CH:1]1([NH:4][C:5](=[O:42])[C:6]2[CH:11]=[CH:10][C:9]([C:12]3[CH:13]=[N:14][N:15]4[C:20]([NH:21][CH2:22][CH:23]5[CH2:28][CH2:27][O:26][CH2:25][CH2:24]5)=[N:19][C:18]([N:38]([CH3:39])[CH3:40])=[N:17][C:16]=34)=[CH:8][C:7]=2[CH3:41])[CH2:2][CH2:3]1. The catalyst class is: 2. (3) Reactant: Cl.[NH2:2][C@H:3]1[CH2:7][CH2:6][CH2:5][C@@H:4]1[NH:8][C:9](=[O:22])[C:10]1[CH:15]=[C:14]([Cl:16])[CH:13]=[CH:12][C:11]=1[N:17]1[N:21]=[CH:20][CH:19]=[N:18]1.Br[C:24]1[CH:29]=[CH:28][C:27]([O:30][C:31]([F:34])([F:33])[F:32])=[CH:26][N:25]=1.CC(C)([O-])C.[K+].C1C=CC(P(C2C(C3C(P(C4C=CC=CC=4)C4C=CC=CC=4)=CC=C4C=3C=CC=C4)=C3C(C=CC=C3)=CC=2)C2C=CC=CC=2)=CC=1. Product: [Cl:16][C:14]1[CH:13]=[CH:12][C:11]([N:17]2[N:18]=[CH:19][CH:20]=[N:21]2)=[C:10]([CH:15]=1)[C:9]([NH:8][C@H:4]1[CH2:5][CH2:6][CH2:7][C@@H:3]1[NH:2][C:24]1[CH:29]=[CH:28][C:27]([O:30][C:31]([F:32])([F:34])[F:33])=[CH:26][N:25]=1)=[O:22]. The catalyst class is: 882.